Dataset: Full USPTO retrosynthesis dataset with 1.9M reactions from patents (1976-2016). Task: Predict the reactants needed to synthesize the given product. Given the product [CH2:2]([O:4][C:5]([C:7]1[C:8]2[S:16][CH:15]=[C:14]([CH2:17][O:18][C:19]3[CH:24]=[CH:23][CH:22]=[C:21]([O:25][CH2:26][C:27]4[CH:32]=[CH:31][CH:30]=[CH:29][CH:28]=4)[CH:20]=3)[C:9]=2[C:10]([NH2:1])=[N:11][CH:12]=1)=[O:6])[CH3:3], predict the reactants needed to synthesize it. The reactants are: [NH3:1].[CH2:2]([O:4][C:5]([C:7]1[C:8]2[S:16][CH:15]=[C:14]([CH2:17][O:18][C:19]3[CH:24]=[CH:23][CH:22]=[C:21]([O:25][CH2:26][C:27]4[CH:32]=[CH:31][CH:30]=[CH:29][CH:28]=4)[CH:20]=3)[C:9]=2[C:10](Cl)=[N:11][CH:12]=1)=[O:6])[CH3:3].